This data is from Forward reaction prediction with 1.9M reactions from USPTO patents (1976-2016). The task is: Predict the product of the given reaction. (1) Given the reactants [C:1]([O:5][C:6]([C:8]1[S:9][C:10](Br)=[CH:11][CH:12]=1)=[O:7])([CH3:4])([CH3:3])[CH3:2].[CH2:14]([OH:17])[CH:15]=[CH2:16].C([O-])(O)=O.[Na+], predict the reaction product. The product is: [C:1]([O:5][C:6]([C:8]1[S:9][C:10]([CH2:16][CH2:15][CH:14]=[O:17])=[CH:11][CH:12]=1)=[O:7])([CH3:4])([CH3:3])[CH3:2]. (2) Given the reactants [ClH:1].[NH2:2][C:3]1[S:4][C:5]([C:16]2[CH:21]=[CH:20][N:19]=[C:18]([NH:22][CH2:23][C:24]3[CH:29]=[CH:28][CH:27]=[CH:26][CH:25]=3)[CH:17]=2)=[C:6]([C:8]2[CH:13]=[C:12]([CH3:14])[CH:11]=[C:10]([CH3:15])[CH:9]=2)[N:7]=1, predict the reaction product. The product is: [ClH:1].[ClH:1].[NH2:2][C:3]1[S:4][C:5]([C:16]2[CH:21]=[CH:20][N:19]=[C:18]([NH:22][CH2:23][C:24]3[CH:29]=[CH:28][CH:27]=[CH:26][CH:25]=3)[CH:17]=2)=[C:6]([C:8]2[CH:13]=[C:12]([CH3:14])[CH:11]=[C:10]([CH3:15])[CH:9]=2)[N:7]=1. (3) The product is: [C:24]([O:23][C:21]([N:18]1[CH2:19][CH2:20][CH:16]([NH:15][C:11]2[C:10]([NH2:28])=[C:9]([N:8]([CH2:1][C:2]3[CH:7]=[CH:6][CH:5]=[CH:4][CH:3]=3)[CH2:31][C:32]3[CH:37]=[CH:36][CH:35]=[CH:34][CH:33]=3)[N:14]=[CH:13][N:12]=2)[CH2:17]1)=[O:22])([CH3:27])([CH3:25])[CH3:26]. Given the reactants [CH2:1]([N:8]([CH2:31][C:32]1[CH:37]=[CH:36][CH:35]=[CH:34][CH:33]=1)[C:9]1[N:14]=[CH:13][N:12]=[C:11]([NH:15][CH:16]2[CH2:20][CH2:19][N:18]([C:21]([O:23][C:24]([CH3:27])([CH3:26])[CH3:25])=[O:22])[CH2:17]2)[C:10]=1[N+:28]([O-])=O)[C:2]1[CH:7]=[CH:6][CH:5]=[CH:4][CH:3]=1.[Cl-].[NH4+], predict the reaction product. (4) Given the reactants [CH3:1][C:2]([CH3:21])=[C:3]1[CH:8]([C:9]2[CH:14]=[CH:13][C:12]([O:15][CH2:16][CH:17]([OH:20])[CH2:18][OH:19])=[CH:11][CH:10]=2)[CH:7]=[CH:6][CH:5]=[CH:4]1.C1(=[O:28])CCCCC1.C1([N:35]=[C:36]=[O:37])C=CC=CC=1, predict the reaction product. The product is: [CH3:1][C:2]([CH3:21])=[C:3]1[CH:8]([C:9]2[CH:10]=[CH:11][C:12]([O:15][CH2:16][CH:17]([OH:20])[CH2:18][OH:19])=[CH:13][CH:14]=2)[CH:7]=[CH:6][CH:5]=[CH:4]1.[C:36](=[O:37])([O-:28])[NH2:35]. (5) Given the reactants [NH2:1][C:2]1[C:7](=[O:8])[N:6]([CH2:9][C:10]([OH:12])=O)[C:5]([C:13]2[CH:18]=[CH:17][CH:16]=[CH:15][CH:14]=2)=[N:4][CH:3]=1.S(ON1C2C=CC=CC=2N=N1)(=O)(=O)C.Cl.[NH2:34][CH:35]([CH:47]([CH3:49])[CH3:48])[C:36]([C:38]1[O:39][C:40]([C:43]([CH3:46])([CH3:45])[CH3:44])=[N:41][N:42]=1)=[O:37].C(N(CC)CC)C, predict the reaction product. The product is: [C:43]([C:40]1[O:39][C:38]([C:36]([CH:35]([NH:34][C:10](=[O:12])[CH2:9][N:6]2[C:7](=[O:8])[C:2]([NH2:1])=[CH:3][N:4]=[C:5]2[C:13]2[CH:18]=[CH:17][CH:16]=[CH:15][CH:14]=2)[CH:47]([CH3:48])[CH3:49])=[O:37])=[N:42][N:41]=1)([CH3:46])([CH3:45])[CH3:44].